From a dataset of Reaction yield outcomes from USPTO patents with 853,638 reactions. Predict the reaction yield, written as a fraction of the theoretical maximum amount of product (1.0 means a 100% yield; for example, 0.34 means a 34% yield). (1) The yield is 0.240. The product is [CH:14]1([N:11]2[CH2:12][CH2:13][N:8]([C:6]3[CH:5]=[CH:4][N:3]=[C:2]([NH2:19])[CH:7]=3)[CH2:9][CH2:10]2)[CH2:18][CH2:17][CH2:16][CH2:15]1. The catalyst is CO.[Cu]. The reactants are Cl[C:2]1[CH:7]=[C:6]([N:8]2[CH2:13][CH2:12][N:11]([CH:14]3[CH2:18][CH2:17][CH2:16][CH2:15]3)[CH2:10][CH2:9]2)[CH:5]=[CH:4][N:3]=1.[NH3:19]. (2) The product is [CH2:35]([N:24]([CH2:17][C:18]1[CH:23]=[CH:22][CH:21]=[CH:20][CH:19]=1)[C:25]1[N:26]=[CH:27][N:28]=[C:29]([NH:1][C:2]2[CH:3]=[C:4]([NH:9][C:10](=[O:16])[O:11][C:12]([CH3:13])([CH3:15])[CH3:14])[CH:5]=[C:6]([CH3:8])[CH:7]=2)[C:30]=1[N+:31]([O-:33])=[O:32])[C:36]1[CH:37]=[CH:38][CH:39]=[CH:40][CH:41]=1. The reactants are [NH2:1][C:2]1[CH:3]=[C:4]([NH:9][C:10](=[O:16])[O:11][C:12]([CH3:15])([CH3:14])[CH3:13])[CH:5]=[C:6]([CH3:8])[CH:7]=1.[CH2:17]([N:24]([CH2:35][C:36]1[CH:41]=[CH:40][CH:39]=[CH:38][CH:37]=1)[C:25]1[C:30]([N+:31]([O-:33])=[O:32])=[C:29](Cl)[N:28]=[CH:27][N:26]=1)[C:18]1[CH:23]=[CH:22][CH:21]=[CH:20][CH:19]=1. The catalyst is O1CCOCC1. The yield is 0.820. (3) The catalyst is C(N(C(C)C)CC)(C)C. The yield is 0.800. The product is [CH3:1][O:2][C:3]([C:5]1[CH:14]=[C:13]([N:27]2[CH2:26][CH2:25][N:24]([C:17]([O:19][C:20]([CH3:23])([CH3:22])[CH3:21])=[O:18])[CH2:29][CH2:28]2)[C:12]2[C:7](=[CH:8][C:9]([Cl:16])=[CH:10][CH:11]=2)[N:6]=1)=[O:4]. The reactants are [CH3:1][O:2][C:3]([C:5]1[CH:14]=[C:13](Cl)[C:12]2[C:7](=[CH:8][C:9]([Cl:16])=[CH:10][CH:11]=2)[N:6]=1)=[O:4].[C:17]([N:24]1[CH2:29][CH2:28][NH:27][CH2:26][CH2:25]1)([O:19][C:20]([CH3:23])([CH3:22])[CH3:21])=[O:18].